Dataset: Full USPTO retrosynthesis dataset with 1.9M reactions from patents (1976-2016). Task: Predict the reactants needed to synthesize the given product. (1) The reactants are: C([O:5][C:6]([N:8]1[CH2:13][C@@H:12]2[CH2:14][C@H:9]1[CH2:10][NH:11]2)=O)(C)(C)C.C[Si]([N:19]=C=O)(C)C.[ClH:22]. Given the product [ClH:22].[C@H:9]12[CH2:14][C@H:12]([NH:11][CH2:10]1)[CH2:13][N:8]2[C:6]([NH2:19])=[O:5], predict the reactants needed to synthesize it. (2) The reactants are: Cl[C:2]1[CH:9]=[CH:8][C:5]([C:6]#[N:7])=[C:4]([NH:10][CH2:11][C:12]2[CH:17]=[CH:16][CH:15]=[C:14]([F:18])[CH:13]=2)[N:3]=1.[Cl:19][C:20]1[C:21](B(O)O)=[CH:22][C:23]([F:26])=[N:24][CH:25]=1.C(=O)([O-])[O-].[Na+].[Na+]. Given the product [Cl:19][C:20]1[C:21]([C:2]2[CH:9]=[CH:8][C:5]([C:6]#[N:7])=[C:4]([NH:10][CH2:11][C:12]3[CH:17]=[CH:16][CH:15]=[C:14]([F:18])[CH:13]=3)[N:3]=2)=[CH:22][C:23]([F:26])=[N:24][CH:25]=1, predict the reactants needed to synthesize it. (3) Given the product [O:1]=[C:2]1[C:7]([C:8]([NH:26][C@@H:27]([CH2:35][CH2:36][CH2:37][NH:38][C:39]([NH:41][S:42]([C:45]2[C:46]([CH3:59])=[C:47]3[C:52](=[C:53]([CH3:56])[C:54]=2[CH3:55])[O:51][C:50]([CH3:58])([CH3:57])[CH2:49][CH2:48]3)(=[O:43])=[O:44])=[NH:40])[C:28]([O:30][C:31]([CH3:32])([CH3:33])[CH3:34])=[O:29])=[O:9])=[CH:6][CH:5]=[CH:4][N:3]1[CH2:11][C:12]1[CH:21]=[CH:20][C:19]2[C:18]([CH3:23])([CH3:22])[CH2:17][CH2:16][C:15]([CH3:25])([CH3:24])[C:14]=2[CH:13]=1, predict the reactants needed to synthesize it. The reactants are: [O:1]=[C:2]1[C:7]([C:8](O)=[O:9])=[CH:6][CH:5]=[CH:4][N:3]1[CH2:11][C:12]1[CH:21]=[CH:20][C:19]2[C:18]([CH3:23])([CH3:22])[CH2:17][CH2:16][C:15]([CH3:25])([CH3:24])[C:14]=2[CH:13]=1.[NH2:26][C@@H:27]([CH2:35][CH2:36][CH2:37][NH:38][C:39]([NH:41][S:42]([C:45]1[C:46]([CH3:59])=[C:47]2[C:52](=[C:53]([CH3:56])[C:54]=1[CH3:55])[O:51][C:50]([CH3:58])([CH3:57])[CH2:49][CH2:48]2)(=[O:44])=[O:43])=[NH:40])[C:28]([O:30][C:31]([CH3:34])([CH3:33])[CH3:32])=[O:29].CN(C(ON1N=NC2C=CC=CC1=2)=[N+](C)C)C.F[P-](F)(F)(F)(F)F.CCN(C(C)C)C(C)C. (4) Given the product [C:10]([O:14][C:15](=[O:38])[NH:16][C@H:17]1[CH2:22][CH2:21][CH2:20][N:19]([C:23]2[N:31]([CH2:40][C:41]#[C:42][CH3:43])[C:30]3[C:29](=[O:32])[N:28]([CH3:33])[C:27](=[O:34])[N:26]([CH3:35])[C:25]=3[C:24]=2[C:36]#[N:37])[CH2:18]1)([CH3:13])([CH3:11])[CH3:12], predict the reactants needed to synthesize it. The reactants are: C(N(C(C)C)CC)(C)C.[C:10]([O:14][C:15](=[O:38])[NH:16][C@H:17]1[CH2:22][CH2:21][CH2:20][N:19]([C:23]2[NH:31][C:30]3[C:29](=[O:32])[N:28]([CH3:33])[C:27](=[O:34])[N:26]([CH3:35])[C:25]=3[C:24]=2[C:36]#[N:37])[CH2:18]1)([CH3:13])([CH3:12])[CH3:11].Br[CH2:40][C:41]#[C:42][CH3:43]. (5) Given the product [ClH:21].[F:1][C:2]1[C:11]2[C:6](=[CH:7][CH:8]=[CH:9][CH:10]=2)[C:5]([C:22]2[CH:23]=[C:24]([CH2:28][N:29]3[CH:33]=[CH:32][N:31]=[C:30]3[CH3:34])[N:25]=[N:26][CH:27]=2)=[CH:4][CH:3]=1, predict the reactants needed to synthesize it. The reactants are: [F:1][C:2]1[C:11]2[C:6](=[CH:7][CH:8]=[CH:9][CH:10]=2)[C:5](B2OC(C)(C)C(C)(C)O2)=[CH:4][CH:3]=1.[Cl:21][C:22]1[CH:23]=[C:24]([CH2:28][N:29]2[CH:33]=[CH:32][N:31]=[C:30]2[CH3:34])[N:25]=[N:26][CH:27]=1. (6) Given the product [S:1](=[N:20][C:18]1[CH:17]=[CH:16][N:15]=[CH:14][CH:19]=1)=[O:2], predict the reactants needed to synthesize it. The reactants are: [S:1](Cl)(Cl)=[O:2].N1C=CN=C1.COC([C:14]1[CH:19]=[C:18]([NH2:20])[CH:17]=[CH:16][N:15]=1)=O.